This data is from Forward reaction prediction with 1.9M reactions from USPTO patents (1976-2016). The task is: Predict the product of the given reaction. (1) Given the reactants [C:1]([CH2:4][CH2:5][C:6]1[C:7]([CH3:13])=[C:8]([CH:11]=O)[NH:9][CH:10]=1)([OH:3])=[O:2].[C:14]1([C:20]2[CH:28]=[C:27]3[C:23]([CH2:24][C:25](=[O:29])[NH:26]3)=[CH:22][CH:21]=2)[CH:19]=[CH:18][CH:17]=[CH:16][CH:15]=1, predict the reaction product. The product is: [CH3:13][C:7]1[C:6]([CH2:5][CH2:4][C:1]([OH:3])=[O:2])=[CH:10][NH:9][C:8]=1[CH:11]=[C:24]1[C:23]2[C:27](=[CH:28][C:20]([C:14]3[CH:19]=[CH:18][CH:17]=[CH:16][CH:15]=3)=[CH:21][CH:22]=2)[NH:26][C:25]1=[O:29]. (2) Given the reactants [CH3:1][O:2][C:3]1[CH:4]=[C:5]2[C:10](=[CH:11][CH:12]=1)[NH:9][C:8](=O)[CH:7]=[CH:6]2.O=P(Cl)(Cl)[Cl:16], predict the reaction product. The product is: [Cl:16][C:8]1[CH:7]=[CH:6][C:5]2[C:10](=[CH:11][CH:12]=[C:3]([O:2][CH3:1])[CH:4]=2)[N:9]=1. (3) Given the reactants [NH:1]([C:15]([O:17][C:18]([CH3:21])([CH3:20])[CH3:19])=[O:16])[C@H:2]([C:11]([O:13][CH3:14])=[O:12])[CH2:3][C:4]1[CH:9]=[CH:8][C:7]([OH:10])=[CH:6][CH:5]=1.[CH2:22]([O:29][C@@H:30]1[CH2:33][C@H:32](O)[CH2:31]1)[C:23]1[CH:28]=[CH:27][CH:26]=[CH:25][CH:24]=1.CN(C)C=O.N(C(OCC)=O)=NC(OCC)=O.C1(P(C2C=CC=CC=2)C2C=CC=CC=2)C=CC=CC=1, predict the reaction product. The product is: [CH2:22]([O:29][C@H:30]1[CH2:31][C@H:32]([O:10][C:7]2[CH:6]=[CH:5][C:4]([CH2:3][C@@H:2]([C:11]([O:13][CH3:14])=[O:12])[NH:1][C:15]([O:17][C:18]([CH3:21])([CH3:20])[CH3:19])=[O:16])=[CH:9][CH:8]=2)[CH2:33]1)[C:23]1[CH:28]=[CH:27][CH:26]=[CH:25][CH:24]=1. (4) Given the reactants [Br:1][CH2:2][C:3]1[CH:11]=[CH:10][C:6]([C:7](Br)=[O:8])=[CH:5][CH:4]=1.[C:12]([O:16][C:17](=[O:31])[NH:18][C:19]1[CH:24]=[CH:23][C:22]([C:25]2[S:26][CH:27]=[CH:28][CH:29]=2)=[CH:21][C:20]=1[NH2:30])([CH3:15])([CH3:14])[CH3:13].CCN(C(C)C)C(C)C, predict the reaction product. The product is: [C:12]([O:16][C:17](=[O:31])[NH:18][C:19]1[CH:24]=[CH:23][C:22]([C:25]2[S:26][CH:27]=[CH:28][CH:29]=2)=[CH:21][C:20]=1[NH:30][C:7](=[O:8])[C:6]1[CH:10]=[CH:11][C:3]([CH2:2][Br:1])=[CH:4][CH:5]=1)([CH3:15])([CH3:13])[CH3:14]. (5) Given the reactants [F:1][C:2]1[CH:8]=[C:7]([I:9])[CH:6]=[CH:5][C:3]=1[NH2:4].[CH3:10][S:11](Cl)(=[O:13])=[O:12], predict the reaction product. The product is: [F:1][C:2]1[CH:8]=[C:7]([I:9])[CH:6]=[CH:5][C:3]=1[NH:4][S:11]([CH3:10])(=[O:13])=[O:12]. (6) The product is: [F:17][C:4]1[CH:3]=[C:2]([B:22]([OH:23])[OH:21])[CH:16]=[CH:15][C:5]=1[O:6][CH2:7][CH2:8][CH2:9][N:10]1[CH2:14][CH2:13][CH2:12][CH2:11]1. Given the reactants Br[C:2]1[CH:16]=[CH:15][C:5]([O:6][CH2:7][CH2:8][CH2:9][N:10]2[CH2:14][CH2:13][CH2:12][CH2:11]2)=[C:4]([F:17])[CH:3]=1.II.C[O:21][B:22](OC)[O:23]C.Cl, predict the reaction product. (7) Given the reactants [NH:1]1[CH2:6][CH2:5][CH:4]([CH2:7][NH:8]C(=O)OC(C)(C)C)[CH2:3][CH2:2]1.Cl[C:17]1[C:26]2[C:21](=[CH:22][C:23]([O:29][CH3:30])=[C:24]([O:27][CH3:28])[CH:25]=2)[N:20]=[CH:19][N:18]=1.C(O)(C(F)(F)F)=O.C(Cl)Cl, predict the reaction product. The product is: [CH3:28][O:27][C:24]1[CH:25]=[C:26]2[C:21](=[CH:22][C:23]=1[O:29][CH3:30])[N:20]=[CH:19][N:18]=[C:17]2[N:1]1[CH2:2][CH2:3][CH:4]([CH2:7][NH2:8])[CH2:5][CH2:6]1.